This data is from Forward reaction prediction with 1.9M reactions from USPTO patents (1976-2016). The task is: Predict the product of the given reaction. (1) Given the reactants [CH3:1][C:2](O)([CH3:14])[CH:3]=[C:4]1[CH2:9][C:8]([CH3:11])([CH3:10])[CH2:7][C:6]([CH3:13])([CH3:12])[CH2:5]1.[Si]([N:20]=[N+:21]=[N-:22])(C)(C)C, predict the reaction product. The product is: [N:20]([C:2]([CH3:14])([CH3:1])[CH:3]=[C:4]1[CH2:9][C:8]([CH3:11])([CH3:10])[CH2:7][C:6]([CH3:13])([CH3:12])[CH2:5]1)=[N+:21]=[N-:22]. (2) Given the reactants [N:1]1[CH:6]=[CH:5][CH:4]=[C:3]([NH2:7])[C:2]=1[NH2:8].C1(C)C=CC=CC=1.[O:16]=[CH:17][C:18](OCC)=O.C(OCC)C, predict the reaction product. The product is: [NH:7]1[C:17](=[O:16])[CH:18]=[N:8][C:2]2[N:1]=[CH:6][CH:5]=[CH:4][C:3]1=2. (3) The product is: [CH3:17][C:18]1([CH3:34])[CH2:23][C:22]([CH3:25])([CH3:24])[CH2:21][C:20]([C:9]2[CH:14]=[CH:13][CH:12]=[CH:11][C:10]=2[OH:15])=[CH:19]1. Given the reactants CC1(C)C(C)(C)OB([C:9]2[CH:14]=[CH:13][CH:12]=[CH:11][C:10]=2[OH:15])O1.[CH3:17][C:18]1([CH3:34])[CH2:23][C:22]([CH3:25])([CH3:24])[CH2:21][C:20](OS(C(F)(F)F)(=O)=O)=[CH:19]1.COCCOC.C(=O)([O-])[O-].[Na+].[Na+], predict the reaction product. (4) Given the reactants [Br:1][C:2]1[CH:3]=[C:4]([CH:8]=[O:9])[S:5][C:6]=1[Cl:7].[CH2:10](O)[CH2:11][OH:12], predict the reaction product. The product is: [Br:1][C:2]1[CH:3]=[C:4]([CH:8]2[O:12][CH2:11][CH2:10][O:9]2)[S:5][C:6]=1[Cl:7]. (5) Given the reactants [C:1]12[CH:24]=[C:22]3[N:23]=[C:19]([CH:20]=[CH:21]3)[CH:18]=[C:16]3[NH:17][C:13]([CH:14]=[CH:15]3)=[CH:12][C:10]3=[N:11][C:7]([CH:8]=[CH:9]3)=[CH:6][C:4]([NH:5]1)=[CH:3][CH:2]=2.CC([O-])=O.CC([O-])=O.[Cu+2:33].O, predict the reaction product. The product is: [C:1]12[CH:24]=[C:22]3[N:23]=[C:19]([CH:20]=[CH:21]3)[CH:18]=[C:16]3[NH:17][C:13]([CH:14]=[CH:15]3)=[CH:12][C:10]3=[N:11][C:7]([CH:8]=[CH:9]3)=[CH:6][C:4]([NH:5]1)=[CH:3][CH:2]=2.[Cu:33]. (6) Given the reactants [CH3:1][CH2:2][C@H:3]([CH2:5][CH2:6][CH2:7][CH2:8][C:9]([NH:11][C@H:12]([C:16]([NH:18][C@H:19]([C:23]([NH:25][C@H:26]([C:30]([NH:32][C@@H:33]1[C:61](=[O:62])[NH:60][C@@H:59]([CH2:63][CH2:64][NH2:65])[C:57](=[O:58])[NH:56][C@H:55]([CH2:66][CH:67]([CH3:69])[CH3:68])[C:53](=[O:54])[NH:52][C@@H:51]([CH2:70][CH:71]([CH3:73])[CH3:72])[C:49](=[O:50])[NH:48][C@@H:47]([CH2:74][CH2:75][NH2:76])[C:45](=[O:46])[NH:44][C@@H:43]([CH2:77][CH2:78][NH2:79])[C:41](=[O:42])[NH:40][C@@H:39]([C@H:80]([OH:82])[CH3:81])[C:37](=[O:38])[NH:36][CH2:35][CH2:34]1)=[O:31])[CH2:27][CH2:28][NH2:29])=O)[C@H:20]([OH:22])[CH3:21])=[O:17])[CH2:13][CH2:14][NH2:15])=[O:10])[CH3:4].[CH3:83][C@@H:84]([OH:163])[C@@H:85]1[NH:114][C:112](=[O:113])[C@H:111]([CH2:115][CH2:116][NH2:117])[NH:110][C:108](=[O:109])[C@H:107]([CH2:118][CH2:119][NH2:120])[NH:106][C:104](=[O:105])[C@H:103]([CH2:121][CH:122]([CH3:124])[CH3:123])[NH:102][C:100](=[O:101])[C@@H:99]([CH2:125][CH:126]([CH3:128])[CH3:127])[NH:98][C:96](=[O:97])[C@H:95]([CH2:129][CH2:130][NH2:131])[NH:94][C:92](=[O:93])[C@@H:91]([NH:132][C:133]([C@@H:135]([NH:139][C:140]([C@@H:142]([NH:146][C:147]([C@@H:149]([NH:153][C:154]([CH2:156][CH2:157][CH2:158][CH2:159][CH:160]([CH3:162])[CH3:161])=[O:155])[CH2:150][CH2:151][NH2:152])=[O:148])[C@H:143]([OH:145])[CH3:144])=O)[CH2:136][CH2:137][NH2:138])=[O:134])[CH2:90][CH2:89][NH:88][C:86]1=[O:87], predict the reaction product. The product is: [CH3:1][CH2:2][CH:3]([CH2:5][CH2:6][CH2:7][CH2:8][C:9]([NH:11][C@H:12]([C:16]([NH:18][C@H:19]([C@H:20]([OH:22])[CH3:21])[CH2:23][NH:25][C@H:26]([C:30]([NH:32][C@@H:33]1[C:61](=[O:62])[NH:60][C@@H:59]([CH2:63][CH2:64][NH2:65])[C:57](=[O:58])[NH:56][C@H:55]([CH2:66][CH:67]([CH3:69])[CH3:68])[C:53](=[O:54])[NH:52][C@@H:51]([CH2:70][CH:71]([CH3:73])[CH3:72])[C:49](=[O:50])[NH:48][C@@H:47]([CH2:74][CH2:75][NH2:76])[C:45](=[O:46])[NH:44][C@@H:43]([CH2:77][CH2:78][NH2:79])[C:41](=[O:42])[NH:40][C@@H:39]([C@H:80]([OH:82])[CH3:81])[C:37](=[O:38])[NH:36][CH2:35][CH2:34]1)=[O:31])[CH2:27][CH2:28][NH2:29])=[O:17])[CH2:13][CH2:14][NH2:15])=[O:10])[CH3:4].[CH3:83][C@@H:84]([OH:163])[C@@H:85]1[NH:114][C:112](=[O:113])[C@H:111]([CH2:115][CH2:116][NH2:117])[NH:110][C:108](=[O:109])[C@H:107]([CH2:118][CH2:119][NH2:120])[NH:106][C:104](=[O:105])[C@H:103]([CH2:121][CH:122]([CH3:123])[CH3:124])[NH:102][C:100](=[O:101])[C@@H:99]([CH2:125][CH:126]([CH3:127])[CH3:128])[NH:98][C:96](=[O:97])[C@H:95]([CH2:129][CH2:130][NH2:131])[NH:94][C:92](=[O:93])[C@@H:91]([NH:132][C:133]([C@@H:135]([NH:139][CH2:140][C@H:142]([NH:146][C:147]([C@@H:149]([NH:153][C:154]([CH2:156][CH2:157][CH2:158][CH2:159][CH:160]([CH3:162])[CH3:161])=[O:155])[CH2:150][CH2:151][NH2:152])=[O:148])[C@H:143]([OH:145])[CH3:144])[CH2:136][CH2:137][NH2:138])=[O:134])[CH2:90][CH2:89][NH:88][C:86]1=[O:87]. (7) Given the reactants [CH3:1][C:2]([C:9]1[CH:14]=[CH:13][CH:12]=[CH:11][C:10]=1[CH3:15])([CH3:8])[CH:3]([NH:6][CH3:7])[C:4]#N.[OH-:16].[Li+].[OH:18]O.S(=O)(O)[O-].[Na+], predict the reaction product. The product is: [CH3:7][NH:6][C@H:3]([C:4]([OH:18])=[O:16])[C:2]([CH3:8])([CH3:1])[C:9]1[CH:14]=[CH:13][CH:12]=[CH:11][C:10]=1[CH3:15].